From a dataset of Choline transporter screen with 302,306 compounds. Binary Classification. Given a drug SMILES string, predict its activity (active/inactive) in a high-throughput screening assay against a specified biological target. (1) The drug is s1c(c(c(c1NC(=O)COC(=O)CNC(=O)c1occc1)C(OC)=O)C)C. The result is 0 (inactive). (2) The drug is O(CC(=O)c1c(n(c(=O)n(c1=O)C)C)N)C(=O)COc1cc(c(cc1)C)C. The result is 0 (inactive). (3) The compound is Clc1c(NS(=O)(=O)c2cc(ccc2)C(=O)N\N=C(\c2occc2)C)cccc1. The result is 0 (inactive). (4) The compound is O=C1C=2C(c3c(NC2c2c1cccc2)[nH]n(c3=O)c1ccccc1)c1ccc(cc1)C. The result is 0 (inactive). (5) The drug is Fc1cc(C(=O)Nc2ccc(NC(=O)C(C)C)nc2)ccc1. The result is 0 (inactive). (6) The compound is s1c(nc(c1C)C)CNC(=O)c1cc(OC2CCN(CC2)C(C)C)c(OC)cc1. The result is 1 (active). (7) The drug is O1c2cc(CN(C(c3ccc(OC)cc3)C(=O)NCc3ccccc3)C(=O)c3nccnc3)ccc2OC1. The result is 0 (inactive). (8) The drug is S(=O)(=O)(N(CC)CC)c1cc([N+]([O-])=O)c(N2CCN(CC2)CC)cc1. The result is 0 (inactive).